Dataset: Forward reaction prediction with 1.9M reactions from USPTO patents (1976-2016). Task: Predict the product of the given reaction. Given the reactants [Cl:1][C:2]1[CH:3]=[C:4]([NH2:17])[CH:5]=[CH:6][C:7]=1[O:8][CH2:9][C:10]1[CH:15]=[CH:14][CH:13]=[C:12]([F:16])[CH:11]=1.Cl[C:19]1[C:28]2[C:23](=[CH:24][CH:25]=[C:26]([I:29])[CH:27]=2)[N:22]=[CH:21][N:20]=1, predict the reaction product. The product is: [ClH:1].[Cl:1][C:2]1[CH:3]=[C:4]([NH:17][C:19]2[C:28]3[C:23](=[CH:24][CH:25]=[C:26]([I:29])[CH:27]=3)[N:22]=[CH:21][N:20]=2)[CH:5]=[CH:6][C:7]=1[O:8][CH2:9][C:10]1[CH:15]=[CH:14][CH:13]=[C:12]([F:16])[CH:11]=1.